Dataset: Full USPTO retrosynthesis dataset with 1.9M reactions from patents (1976-2016). Task: Predict the reactants needed to synthesize the given product. (1) The reactants are: [H-].[Na+].[NH:3]1[C:11]2[CH2:10][CH2:9][CH2:8][CH2:7][C:6]=2[CH:5]=[C:4]1[C:12]([O:14][CH2:15][CH3:16])=[O:13].Br[CH2:18][CH:19]([O:23][CH2:24][CH3:25])[O:20][CH2:21][CH3:22]. Given the product [CH2:21]([O:20][CH:19]([O:23][CH2:24][CH3:25])[CH2:18][N:3]1[C:11]2[CH2:10][CH2:9][CH2:8][CH2:7][C:6]=2[CH:5]=[C:4]1[C:12]([O:14][CH2:15][CH3:16])=[O:13])[CH3:22], predict the reactants needed to synthesize it. (2) Given the product [CH3:14][O:15][C:16](=[O:17])[NH:1][C:2]1[CH:13]=[CH:12][CH:11]=[CH:10][C:3]=1[C:4](=[O:5])[NH:6][CH:7]1[CH2:8][CH2:9]1, predict the reactants needed to synthesize it. The reactants are: [NH2:1][C:2]1[CH:13]=[CH:12][CH:11]=[CH:10][C:3]=1[C:4]([NH:6][CH:7]1[CH2:9][CH2:8]1)=[O:5].[CH3:14][O:15][C:16](Cl)=[O:17]. (3) Given the product [F:25][C:21]1[C:20]([I:26])=[C:19]([CH3:27])[C:15]2[C:16](=[O:18])[O:17][C:2](=[O:4])[NH:13][C:14]=2[C:22]=1[O:23][CH3:24], predict the reactants needed to synthesize it. The reactants are: Cl[C:2](Cl)([O:4]C(=O)OC(Cl)(Cl)Cl)Cl.[NH2:13][C:14]1[C:22]([O:23][CH3:24])=[C:21]([F:25])[C:20]([I:26])=[C:19]([CH3:27])[C:15]=1[C:16]([OH:18])=[O:17]. (4) Given the product [CH:30]([N:11]([CH2:12][CH2:13][C:14]1[CH:15]=[CH:16][CH2:17][C:18]2[C:22]=1[CH:21]=[C:20]([CH3:23])[CH:19]=2)[S:8]([C:5]1[CH:4]=[CH:3][C:2]([CH3:1])=[CH:7][CH:6]=1)(=[O:10])=[O:9])([CH3:32])[CH3:31], predict the reactants needed to synthesize it. The reactants are: [CH3:1][C:2]1[CH:7]=[CH:6][C:5]([S:8]([NH:11][CH2:12][CH2:13][C:14]2[CH:15]=[CH:16][CH:17]=[C:18]3[C:22]=2[CH2:21][C:20]([CH3:23])=[CH:19]3)(=[O:10])=[O:9])=[CH:4][CH:3]=1.C([O-])([O-])=O.[Cs+].[Cs+].[CH:30](I)([CH3:32])[CH3:31]. (5) Given the product [O:13]1[CH:2]=[C:3]([C:5]2[CH:10]=[CH:9][C:8]([S:16]([Cl:15])(=[O:19])=[O:17])=[CH:7][CH:6]=2)[N:14]=[CH:11]1, predict the reactants needed to synthesize it. The reactants are: Br[CH2:2][C:3]([C:5]1[CH:10]=[CH:9][CH:8]=[CH:7][CH:6]=1)=O.[CH:11]([O-:13])=O.[NH4+:14].[Cl:15][S:16]([OH:19])(=O)=[O:17]. (6) The reactants are: ClC1C=CC(C(N)C(N)CCCC)=CC=1.Cl.C(OC1C=C(OC)C=CC=1C(=N)OCC)C.[Cl:33][C:34]1[CH:39]=[CH:38][C:37]([CH:40]2[NH:44][C:43]([C:45]3[CH:50]=[CH:49][C:48]([O:51][CH3:52])=[CH:47][C:46]=3[O:53][CH2:54][CH3:55])=[N:42][CH:41]2[CH2:56][CH:57]2CC[CH2:59][CH2:58]2)=[CH:36][CH:35]=1. Given the product [CH2:56]([CH:41]1[CH:40]([C:37]2[CH:36]=[CH:35][C:34]([Cl:33])=[CH:39][CH:38]=2)[NH:44][C:43]([C:45]2[CH:50]=[CH:49][C:48]([O:51][CH3:52])=[CH:47][C:46]=2[O:53][CH2:54][CH3:55])=[N:42]1)[CH2:57][CH2:58][CH3:59], predict the reactants needed to synthesize it.